The task is: Predict the reactants needed to synthesize the given product.. This data is from Full USPTO retrosynthesis dataset with 1.9M reactions from patents (1976-2016). (1) Given the product [Br:12][C:13]1[CH:14]=[C:15]([CH:23]2[C:10]3[C:2](=[C:3]4[CH:4]=[CH:5][N:6]([CH3:11])[C:7]4=[CH:8][CH:9]=3)[O:1][CH:25]([OH:26])[CH2:24]2)[CH:16]=[C:17]([O:21][CH3:22])[C:18]=1[O:19][CH3:20], predict the reactants needed to synthesize it. The reactants are: [OH:1][C:2]1[CH:10]=[CH:9][CH:8]=[C:7]2[C:3]=1[CH:4]=[CH:5][N:6]2[CH3:11].[Br:12][C:13]1[CH:14]=[C:15]([CH:23]=[CH:24][CH:25]=[O:26])[CH:16]=[C:17]([O:21][CH3:22])[C:18]=1[O:19][CH3:20].N1CCOCC1. (2) The reactants are: [OH:1][C:2]1[CH:7]=[CH:6][C:5]([C:8]2[C:9]3[NH:13][C:12]([C:14]([C:46]4[CH:51]=[CH:50][C:49]([OH:52])=[CH:48][CH:47]=4)=[C:15]4[N:45]=[C:18]([C:19]([C:38]5[CH:43]=[CH:42][C:41]([OH:44])=[CH:40][CH:39]=5)=[C:20]5[NH:37][C:23](=[C:24]([C:30]6[CH:35]=[CH:34][C:33]([OH:36])=[CH:32][CH:31]=6)[C:25]6[CH:26]=[CH:27][C:28]=2[N:29]=6)[CH:22]=[CH:21]5)[CH:17]=[CH:16]4)=[CH:11][CH:10]=3)=[CH:4][CH:3]=1.C([O-])([O-])=O.[K+].[K+].Br[CH2:60][CH2:61][CH2:62][CH2:63][CH2:64][CH2:65][CH2:66][CH2:67][CH2:68][CH2:69][CH2:70][CH2:71][CH3:72].O. Given the product [OH:52][C:49]1[CH:48]=[CH:47][C:46]([C:14]2[C:12]3[NH:13][C:9]([C:8]([C:5]4[CH:6]=[CH:7][C:2]([O:1][CH2:72][CH2:71][CH2:70][CH2:69][CH2:68][CH2:67][CH2:66][CH2:65][CH2:64][CH2:63][CH2:62][CH2:61][CH3:60])=[CH:3][CH:4]=4)=[C:28]4[N:29]=[C:25]([C:24]([C:30]5[CH:31]=[CH:32][C:33]([OH:36])=[CH:34][CH:35]=5)=[C:23]5[NH:37][C:20](=[C:19]([C:38]6[CH:43]=[CH:42][C:41]([OH:44])=[CH:40][CH:39]=6)[C:18]6[CH:17]=[CH:16][C:15]=2[N:45]=6)[CH:21]=[CH:22]5)[CH:26]=[CH:27]4)=[CH:10][CH:11]=3)=[CH:51][CH:50]=1, predict the reactants needed to synthesize it. (3) Given the product [CH2:26]([N:9]1[CH2:8][CH:7]([CH2:14][CH2:15][NH:16][C:17](=[O:19])[CH3:18])[C:6]2[C:11](=[CH:12][CH:13]=[C:4]([O:3][CH3:2])[CH:5]=2)[CH2:10]1)[C:27]1[CH:32]=[CH:31][CH:30]=[CH:29][CH:28]=1, predict the reactants needed to synthesize it. The reactants are: Cl.[CH3:2][O:3][C:4]1[CH:5]=[C:6]2[C:11](=[CH:12][CH:13]=1)[CH2:10][NH:9][CH2:8][CH:7]2[CH2:14][CH2:15][NH:16][C:17](=[O:19])[CH3:18].C(=O)([O-])[O-].[K+].[K+].[CH2:26](Br)[C:27]1[CH:32]=[CH:31][CH:30]=[CH:29][CH:28]=1.Cl. (4) Given the product [Cl:1][C:2]1[N:3]=[C:4]([NH:10][C:11]2[CH:15]=[C:14]([CH3:16])[NH:13][N:12]=2)[CH:5]=[C:6]([Cl:8])[N:7]=1, predict the reactants needed to synthesize it. The reactants are: [Cl:1][C:2]1[N:7]=[C:6]([Cl:8])[CH:5]=[C:4](Cl)[N:3]=1.[NH2:10][C:11]1[CH:15]=[C:14]([CH3:16])[NH:13][N:12]=1.C(N(CC)CC)C. (5) Given the product [CH2:24]([C:26]([C:45]1[CH:58]=[CH:57][C:48]([O:49][CH2:50][C@@H:51]2[O:55][C:54](=[O:56])[CH2:53][CH2:52]2)=[C:47]([CH3:59])[CH:46]=1)([C:29]1[CH:34]=[CH:33][C:32]([C:8]2[CH:13]=[CH:12][CH:11]=[C:10]([C:14]([CH2:22][CH3:23])([O:17][Si:18]([CH3:21])([CH3:20])[CH3:19])[CH2:15][CH3:16])[CH:9]=2)=[C:31]([CH3:44])[CH:30]=1)[CH2:27][CH3:28])[CH3:25], predict the reactants needed to synthesize it. The reactants are: C(=O)([O-])[O-].[Na+].[Na+].Br[C:8]1[CH:9]=[C:10]([C:14]([CH2:22][CH3:23])([O:17][Si:18]([CH3:21])([CH3:20])[CH3:19])[CH2:15][CH3:16])[CH:11]=[CH:12][CH:13]=1.[CH2:24]([C:26]([C:45]1[CH:58]=[CH:57][C:48]([O:49][CH2:50][C@@H:51]2[O:55][C:54](=[O:56])[CH2:53][CH2:52]2)=[C:47]([CH3:59])[CH:46]=1)([C:29]1[CH:34]=[CH:33][C:32](B2OC(C)(C)C(C)(C)O2)=[C:31]([CH3:44])[CH:30]=1)[CH2:27][CH3:28])[CH3:25].C(OCC)(=O)C. (6) Given the product [CH:29]1([CH2:32][N:33]2[CH2:38][CH2:37][N:36]([CH2:2][C:3]3[N:4]([CH3:28])[C:5]4[C:10]([N:11]=3)=[C:9]([N:12]3[CH2:17][CH2:16][O:15][CH2:14][CH2:13]3)[N:8]=[C:7]([N:18]3[C:22]5[CH:23]=[CH:24][CH:25]=[CH:26][C:21]=5[N:20]=[C:19]3[CH3:27])[N:6]=4)[CH2:35][CH2:34]2)[CH2:31][CH2:30]1, predict the reactants needed to synthesize it. The reactants are: Br[CH2:2][C:3]1[N:4]([CH3:28])[C:5]2[C:10]([N:11]=1)=[C:9]([N:12]1[CH2:17][CH2:16][O:15][CH2:14][CH2:13]1)[N:8]=[C:7]([N:18]1[C:22]3[CH:23]=[CH:24][CH:25]=[CH:26][C:21]=3[N:20]=[C:19]1[CH3:27])[N:6]=2.[CH:29]1([CH2:32][N:33]2[CH2:38][CH2:37][NH:36][CH2:35][CH2:34]2)[CH2:31][CH2:30]1. (7) Given the product [CH3:22][O:21][C:16]1[CH:17]=[CH:18][CH:19]=[CH:20][C:15]=1[CH2:14][CH2:13][C:10]1[S:9][C:8]([NH2:7])=[N:12][CH:11]=1.[F:32][C:33]([F:38])([F:37])[C:34]([OH:36])=[O:35], predict the reactants needed to synthesize it. The reactants are: C(OC(=O)[NH:7][C:8]1[S:9][C:10]([CH:13](O)[CH2:14][C:15]2[CH:20]=[CH:19][CH:18]=[CH:17][C:16]=2[O:21][CH3:22])=[CH:11][N:12]=1)(C)(C)C.C([SiH](CC)CC)C.[F:32][C:33]([F:38])([F:37])[C:34]([OH:36])=[O:35]. (8) Given the product [F:17][C:2]([F:1])([F:16])[O:3][C:4]1[CH:15]=[CH:14][C:7]2[S:8][CH:9]=[CH:10][C:6]=2[CH:5]=1, predict the reactants needed to synthesize it. The reactants are: [F:1][C:2]([F:17])([F:16])[O:3][C:4]1[CH:15]=[CH:14][C:7]2[S:8][C:9](C(O)=O)=[CH:10][C:6]=2[CH:5]=1.N12CCCN=C1CCCCC2. (9) Given the product [Cl:7][C:8]1[CH:13]=[CH:12][C:11]([S:14][C:15]2[C:16]([C:26]3[CH:31]=[CH:30][C:29]([CH:32]([Cl:4])[CH2:33][CH3:34])=[CH:28][CH:27]=3)=[N:17][N:18]([C:20]3[CH:25]=[CH:24][CH:23]=[CH:22][CH:21]=3)[CH:19]=2)=[CH:10][CH:9]=1, predict the reactants needed to synthesize it. The reactants are: C(Cl)(=O)C([Cl:4])=O.[Cl:7][C:8]1[CH:13]=[CH:12][C:11]([S:14][C:15]2[C:16]([C:26]3[CH:31]=[CH:30][C:29]([C:32](=O)[CH2:33][CH3:34])=[CH:28][CH:27]=3)=[N:17][N:18]([C:20]3[CH:25]=[CH:24][CH:23]=[CH:22][CH:21]=3)[CH:19]=2)=[CH:10][CH:9]=1.O. (10) The reactants are: [NH2:1][C:2]1[CH:10]=[CH:9][C:8]([Cl:11])=[CH:7][C:3]=1[C:4]([OH:6])=O.[CH3:12][O:13][C:14](=[O:31])[CH:15]([NH2:30])[CH2:16][C:17]1[CH:22]=[CH:21][C:20]([C:23]2[CH:28]=[CH:27][CH:26]=[C:25]([OH:29])[CH:24]=2)=[CH:19][CH:18]=1.CN(C(ON1N=NC2C=CC=CC1=2)=[N+](C)C)C.F[P-](F)(F)(F)(F)F.CCN(C(C)C)C(C)C. Given the product [CH3:12][O:13][C:14](=[O:31])[CH:15]([NH:30][C:4](=[O:6])[C:3]1[CH:7]=[C:8]([Cl:11])[CH:9]=[CH:10][C:2]=1[NH2:1])[CH2:16][C:17]1[CH:18]=[CH:19][C:20]([C:23]2[CH:28]=[CH:27][CH:26]=[C:25]([OH:29])[CH:24]=2)=[CH:21][CH:22]=1, predict the reactants needed to synthesize it.